The task is: Predict the reactants needed to synthesize the given product.. This data is from Full USPTO retrosynthesis dataset with 1.9M reactions from patents (1976-2016). (1) Given the product [F:31][C:26]1[CH:25]=[CH:24][C:23]2[C:22]([CH:19]3[CH2:20][CH2:21][N:16]([CH2:15][CH2:14][C:3]4[C:4](=[O:5])[N:6]5[CH2:7][CH2:8][CH2:9][CH:10]([O:13][CH2:51][CH2:52][CH2:53][CH2:54][CH2:55][C:56]([OH:58])=[O:57])[C:11]5=[N:12][C:2]=4[CH3:1])[CH2:17][CH2:18]3)=[N:30][O:29][C:28]=2[CH:27]=1, predict the reactants needed to synthesize it. The reactants are: [CH3:1][C:2]1[N:12]=[C:11]2[N:6]([CH2:7][CH2:8][CH2:9][CH:10]2[OH:13])[C:4](=[O:5])[C:3]=1[CH2:14][CH2:15][N:16]1[CH2:21][CH2:20][CH:19]([C:22]2[C:23]3[CH:24]=[CH:25][C:26]([F:31])=[CH:27][C:28]=3[O:29][N:30]=2)[CH2:18][CH2:17]1.C1OCCOCCOCCOCCOCCOC1.Br[CH2:51][CH2:52][CH2:53][CH2:54][CH2:55][C:56]([O:58]CC)=[O:57].[H-].[Na+].C(=O)(O)[O-].[Na+]. (2) The reactants are: O.[C:2]([OH:6])(=[O:5])[CH:3]=O.[CH2:7]([SH:11])[CH2:8][CH2:9][SH:10].C1(C)C=CC(S(O)(=O)=O)=CC=1. Given the product [S:10]1[CH2:9][CH2:8][CH2:7][S:11][CH:3]1[C:2]([OH:6])=[O:5], predict the reactants needed to synthesize it. (3) Given the product [CH2:1]([O:8][C:9]1[CH:10]=[CH:11][C:12]2[O:16][C:15]([CH2:17][O:18][CH2:22][CH3:23])=[CH:14][C:13]=2[CH:19]=1)[C:2]1[CH:3]=[CH:4][CH:5]=[CH:6][CH:7]=1, predict the reactants needed to synthesize it. The reactants are: [CH2:1]([O:8][C:9]1[CH:10]=[CH:11][C:12]2[O:16][C:15]([CH2:17][OH:18])=[CH:14][C:13]=2[CH:19]=1)[C:2]1[CH:7]=[CH:6][CH:5]=[CH:4][CH:3]=1.[H-].[Na+].[CH2:22](Br)[CH3:23]. (4) Given the product [CH3:1][O:2][C:3]([C:5]1[CH:6]=[C:7]2[C:11](=[CH:12][CH:13]=1)[N:10]([CH2:27][C:28](=[O:29])[NH:30][C:31]1[CH:36]=[CH:35][C:34]([Cl:37])=[CH:33][N:32]=1)[C:9]([C:14](=[O:25])[NH:15][CH:16]1[CH2:17][CH2:18][N:19]([CH:22]([CH3:23])[CH3:24])[CH2:20][CH2:21]1)=[CH:8]2)=[O:4], predict the reactants needed to synthesize it. The reactants are: [CH3:1][O:2][C:3]([C:5]1[CH:6]=[C:7]2[C:11](=[CH:12][CH:13]=1)[NH:10][C:9]([C:14](=[O:25])[NH:15][CH:16]1[CH2:21][CH2:20][N:19]([CH:22]([CH3:24])[CH3:23])[CH2:18][CH2:17]1)=[CH:8]2)=[O:4].Br[CH2:27][C:28]([NH:30][C:31]1[CH:36]=[CH:35][C:34]([Cl:37])=[CH:33][N:32]=1)=[O:29].[H-].[Na+].